This data is from Forward reaction prediction with 1.9M reactions from USPTO patents (1976-2016). The task is: Predict the product of the given reaction. (1) Given the reactants [Cl:1][C:2]1[C:9]([O:10]C)=[CH:8][CH:7]=[C:6]([F:12])[C:3]=1[CH:4]=[O:5].B(Br)(Br)Br, predict the reaction product. The product is: [Cl:1][C:2]1[C:9]([OH:10])=[CH:8][CH:7]=[C:6]([F:12])[C:3]=1[CH:4]=[O:5]. (2) Given the reactants [Br:1][C:2]1[N:3]=[N:4][C:5]([C:9]([F:12])([F:11])[F:10])=[CH:6][C:7]=1Br.C[O-].[Na+].[C:16](O)(=[O:18])C, predict the reaction product. The product is: [Br:1][C:2]1[N:3]=[N:4][C:5]([C:9]([F:12])([F:11])[F:10])=[CH:6][C:7]=1[O:18][CH3:16]. (3) The product is: [CH:17]1([C:16]2[N:12]([C:4]3[CH:3]=[C:2]([NH:1][C:22]4[N:27]=[C:26]([NH:28][C@@H:29]5[CH2:37][C@H:36]6[N:32]([CH2:33][CH2:34][CH2:35]6)[C:31]([CH3:38])([CH3:39])[CH2:30]5)[C:25]([F:40])=[CH:24][N:23]=4)[CH:11]=[CH:10][C:5]=3[O:6][CH2:7][CH2:8][OH:9])[N:13]=[N:14][N:15]=2)[CH2:19][CH2:18]1. Given the reactants [NH2:1][C:2]1[CH:11]=[CH:10][C:5]([O:6][CH2:7][CH2:8][OH:9])=[C:4]([N:12]2[C:16]([CH:17]3[CH2:19][CH2:18]3)=[N:15][N:14]=[N:13]2)[CH:3]=1.Cl.Cl[C:22]1[N:27]=[C:26]([NH:28][C@@H:29]2[CH2:37][C@H:36]3[N:32]([CH2:33][CH2:34][CH2:35]3)[C:31]([CH3:39])([CH3:38])[CH2:30]2)[C:25]([F:40])=[CH:24][N:23]=1.CC1C=CC(S(O)(=O)=O)=CC=1.O, predict the reaction product. (4) Given the reactants [Li].[F:2][C:3]([F:18])([F:17])[C:4]1[C:12]2[N:11]=[C:10]([CH2:13][C:14]([OH:16])=O)[NH:9][C:8]=2[CH:7]=[CH:6][CH:5]=1.[CH2:19]([N:26]1[CH2:30][CH2:29][C@@H:28]([NH2:31])[CH2:27]1)[C:20]1[CH:25]=[CH:24][CH:23]=[CH:22][CH:21]=1.C1C=CC2N(O)N=NC=2C=1.CCN=C=NCCCN(C)C.C(N(C(C)C)CC)(C)C.C([O-])(O)=O.[Na+], predict the reaction product. The product is: [CH2:19]([N:26]1[CH2:30][CH2:29][C@@H:28]([NH:31][C:14](=[O:16])[CH2:13][C:10]2[NH:9][C:8]3[CH:7]=[CH:6][CH:5]=[C:4]([C:3]([F:2])([F:18])[F:17])[C:12]=3[N:11]=2)[CH2:27]1)[C:20]1[CH:21]=[CH:22][CH:23]=[CH:24][CH:25]=1. (5) Given the reactants [Br:1][C:2]1[C:3]([NH:9][C:10]2[CH:15]=[CH:14][CH:13]=[CH:12][C:11]=2[S:16]([NH:19][CH3:20])(=[O:18])=[O:17])=[N:4][C:5](Cl)=[N:6][CH:7]=1.[CH3:21][O:22][C:23]1[CH:29]=[C:28]([O:30][CH3:31])[CH:27]=[CH:26][C:24]=1[NH2:25].O, predict the reaction product. The product is: [Br:1][C:2]1[C:3]([NH:9][C:10]2[CH:15]=[CH:14][CH:13]=[CH:12][C:11]=2[S:16]([NH:19][CH3:20])(=[O:18])=[O:17])=[N:4][C:5]([NH:25][C:24]2[CH:26]=[CH:27][C:28]([O:30][CH3:31])=[CH:29][C:23]=2[O:22][CH3:21])=[N:6][CH:7]=1. (6) The product is: [CH2:1]([O:8][C:9]1[CH:23]=[CH:22][C:12]([CH2:13][CH:14]2[NH:17][C:18](=[O:21])[CH2:19][O:16][CH2:15]2)=[CH:11][CH:10]=1)[C:2]1[CH:7]=[CH:6][CH:5]=[CH:4][CH:3]=1. Given the reactants [CH2:1]([O:8][C:9]1[CH:23]=[CH:22][C:12]([CH2:13][CH:14]([NH:17][C:18](=[O:21])[CH2:19]Cl)[CH2:15][OH:16])=[CH:11][CH:10]=1)[C:2]1[CH:7]=[CH:6][CH:5]=[CH:4][CH:3]=1.CC(C)([O-])C.[K+].C([O-])(O)=O.[Na+], predict the reaction product. (7) Given the reactants [Si]([O:8][CH2:9][C:10](=[CH:20][F:21])[CH2:11][NH:12][C:13](=[O:19])[O:14][C:15]([CH3:18])([CH3:17])[CH3:16])(C(C)(C)C)(C)C.CCCC[N+](CCCC)(CCCC)CCCC.[F-], predict the reaction product. The product is: [F:21]/[CH:20]=[C:10](\[CH2:9][OH:8])/[CH2:11][NH:12][C:13](=[O:19])[O:14][C:15]([CH3:16])([CH3:17])[CH3:18].[F:21]/[CH:20]=[C:10](/[CH2:9][OH:8])\[CH2:11][NH:12][C:13](=[O:19])[O:14][C:15]([CH3:16])([CH3:17])[CH3:18]. (8) The product is: [F:36][C:28]1[CH:29]=[C:30]([N+:33]([O-:35])=[O:34])[CH:31]=[CH:32][C:27]=1[O:26][C:20]1[C:19]2[C:24](=[CH:25][C:16]([O:15][CH2:14][CH:11]3[CH2:12][CH2:13][N:8]([CH3:6])[CH2:9][CH2:10]3)=[C:17]([O:37][CH3:38])[CH:18]=2)[N:23]=[CH:22][CH:21]=1. Given the reactants C(O[C:6]([N:8]1[CH2:13][CH2:12][CH:11]([CH2:14][O:15][C:16]2[CH:25]=[C:24]3[C:19]([C:20]([O:26][C:27]4[CH:32]=[CH:31][C:30]([N+:33]([O-:35])=[O:34])=[CH:29][C:28]=4[F:36])=[CH:21][CH:22]=[N:23]3)=[CH:18][C:17]=2[O:37][CH3:38])[CH2:10][CH2:9]1)=O)(C)(C)C.C(O)(C(F)(F)F)=O.[BH-](OC(C)=O)(OC(C)=O)OC(C)=O.[Na+].C=O, predict the reaction product.